Dataset: Experimentally validated miRNA-target interactions with 360,000+ pairs, plus equal number of negative samples. Task: Binary Classification. Given a miRNA mature sequence and a target amino acid sequence, predict their likelihood of interaction. (1) The miRNA is mmu-miR-3471 with sequence UGAGAUCCAACUGUAAGGCAUU. The protein sequence of the target gene is MEIKNSPSSLTSPASYNCSQSILPLEHGPIYIPSSYVESRHEYSAMTFYSPAVMNYSVPSSTGNLEGGPVRQTASPNVLWPTSGHLSPLATHCQSSLLYAEPQKSPWCEARSLEHTLPVNRETLKRKLGGSGCASPVTSPSAKRDAHFCAVCSDYASGYHYGVWSCEGCKAFFKRSIQGHNDYICPATNQCTIDKNRRKSCQACRLRKCYEVGMVKCGSRRERCGYRIVRRQRSASEQVHCLNKAKRTSGHTPRVKELLLNSLSPEQLVLTLLEAEPPNVLVSRPSMPFTEASMMMSLTK.... Result: 0 (no interaction). (2) The miRNA is hsa-miR-6815-5p with sequence UAGGUGGCGCCGGAGGAGUCAUU. The protein sequence of the target gene is MQGGEPVSTMKVSESEGKLEGQATAVTPNKNSSCGGGISSSSSSRGGSAKGWQYSDHMENVYGYLMKYTNLVTGWQYRFFVLNNEAGLLEYFVNEQSRNQKPRGTLQLAGAVISPSDEDSHTFTVNAASGEQYKLRATDAKERQHWVSRLQICTQHHTEAIGKNNPPLKSRSFSLASSSNSPISQRRPSQNAISFFNVGHSKLQSLSKRTNLPPDHLVEVREMMSHAEGQQRDLIRRIECLPTSGHLSSLDQDLLMLKATSMATMNCLNDCFHILQLQHASHQKGSLPSGTTIEWLEPKI.... Result: 0 (no interaction). (3) The protein sequence of the target gene is MDKRKLGRRPSSSEIITEGKRKKSSSDLSEIRKMLNAKPEDVHVQSPLSKFRSSERWTLPLQWERSLRNKVISLDHKNKKHIRGCPVTSKSSPERQLKVMLTNVLWTDLGRKFRKTLPRNDANLCDANKVQSDSLPSTSVDSLETCQKLEPLRQSLNLSERIPRVILTNVLGTELGRKYIRTPPVTEGSLSDTDNLQSEQLSSSSDGSLESYQNLNPHKSCYLSERGSQRSKTVDDNSAKQTAHNKEKRRKDDGISLLISDTQPEDLNSGSRGCDHLEQESRNKDVKYSDSKVELTLISR.... The miRNA is hsa-miR-4700-5p with sequence UCUGGGGAUGAGGACAGUGUGU. Result: 0 (no interaction). (4) The miRNA is hsa-miR-552-5p with sequence GUUUAACCUUUUGCCUGUUGG. The protein sequence of the target gene is MTHQSHAYHMVKPSPWPLTGALSALLMTSGLAMWFHFHSMTLLMLGLLTNTLTMYQWWRDVTRESTYQGHHTPPVQKGLRYGMILFITSEVFFFAGFFWAFYHSSLAPTPQLGGHWPPTGITPLNPLEVPLLNTSVLLASGVSITWAHHSLMENNRNQMIQALLITILLGLYFTLLQASEYFESPFTISDGIYGSTFFVATGFHGLHVIIGSTFLTICFIRQLMFHFTSKHHFGFEAAAWYWHFVDVVWLFLYVSIYWWGS. Result: 0 (no interaction). (5) The miRNA is hsa-miR-6503-5p with sequence AGGUCUGCAUUCAAAUCCCCAGA. The protein sequence of the target gene is MASKKLGADFHGTFSYLDDVPFKTGDKFKTPAKVGLPIGFSLPDCLQVVREVQYDFSLEKKTIEWAEEIKKIEEAEREAECKIAEAEAKVNSKSGPEGDSKMSFSKTHSTATMPPPINPILASLQHNSILTPTRVSSSATKQKVLSPPHIKADFNLADFECEEDPFDNLELKTIDEKEELRNILVGTTGPIMAQLLDNNLPRGGSGSVLQDEEVLASLERATLDFKPLHKPNGFITLPQLGNCEKMSLSSKVSLPPIPAVSNIKSLSFPKLDSDDSNQKTAKLASTFHSTSCLRNGTFQN.... Result: 0 (no interaction). (6) The miRNA is mmu-miR-100-5p with sequence AACCCGUAGAUCCGAACUUGUG. The protein sequence of the target gene is MALSWLQRVELALFAAAFLCGAVAAAAMTRTQGSFSGRCPLYGVATLNGSSLALSRPSAPSLCYFVAGASGLLALYCLLLLLFWIYSSCIEDSHRGAIGLRIALAISAIAVFLVLVSACILRFGTRSLCNSIISLNTTISCSEAQKIPWTPPGTALQFYSNLHNAETSSWVNLVLWCVVLVLQVVQWKSEATPYRPLERGDPEWSSETDALVGSRLSHS. Result: 0 (no interaction). (7) The miRNA is hsa-miR-4803 with sequence UAACAUAAUAGUGUGGAUUGA. The protein sequence of the target gene is MEVHELFRYFRMPELIDIRQYVRTLPTNTLMGFGAFAALTTFWYATRPKALKPPCDLSMQSVEVTGTTEGVRRSAVLEDDKLLLYYYDDVRTMYDGFQRGIQVSNDGPCLGSRKPNQPYEWISYKQVAEMAECIGSALIQKGFKPCSEQFIGIFSQNRPEWVTIEQGCFTYSMVVVPLYDTLGTDAITYIVNKAELSVIFADKPEKAKLLLEGVENKLTPCLKIIVIMDSYDNDLVERGQKCGVEIIGLKALEDLGRVNRTKPKPPEPEDLAIICFTSGTTGNPKGAMVTHQNIMNDCSG.... Result: 0 (no interaction).